Dataset: Full USPTO retrosynthesis dataset with 1.9M reactions from patents (1976-2016). Task: Predict the reactants needed to synthesize the given product. (1) Given the product [CH2:15]([O:14][C:7]1[CH:6]=[C:3]([CH:2]=[CH:9][C:8]=1[C:10]([F:11])([F:12])[F:13])[C:4]#[N:5])[CH3:16], predict the reactants needed to synthesize it. The reactants are: N[C:2]1[CH:9]=[C:8]([C:10]([F:13])([F:12])[F:11])[C:7]([O:14][CH2:15][CH3:16])=[CH:6][C:3]=1[C:4]#[N:5].N(OCCC(C)C)=O. (2) Given the product [CH3:30][O:26][C:25]([CH:10]1[N:11]([C:14](=[O:24])[CH:15]=[CH:16][C:17]2[CH:22]=[CH:21][CH:20]=[C:19]([Cl:23])[CH:18]=2)[CH2:12][CH2:13][N:8]([C:6]([O:5][C:1]([CH3:4])([CH3:2])[CH3:3])=[O:7])[CH2:9]1)=[O:27], predict the reactants needed to synthesize it. The reactants are: [C:1]([O:5][C:6]([N:8]1[CH2:13][CH2:12][N:11]([C:14](=[O:24])[CH:15]=[CH:16][C:17]2[CH:22]=[CH:21][CH:20]=[C:19]([Cl:23])[CH:18]=2)[CH:10]([C:25]([OH:27])=[O:26])[CH2:9]1)=[O:7])([CH3:4])([CH3:3])[CH3:2].IC.[C:30](=O)([O-])[O-].[K+].[K+]. (3) Given the product [Cl:1][C:2]1[CH:23]=[C:22]([O:24][CH2:25][CH:26]=[C:27]([Cl:29])[Cl:28])[CH:21]=[C:20]([Cl:30])[C:3]=1[O:4][CH2:5][CH2:6][CH2:7][O:8][C:9]1[CH:14]=[CH:13][C:12]([C:15]([CH2:16][O:17][CH3:18])=[CH:39][C:40]#[N:41])=[CH:11][CH:10]=1, predict the reactants needed to synthesize it. The reactants are: [Cl:1][C:2]1[CH:23]=[C:22]([O:24][CH2:25][CH:26]=[C:27]([Cl:29])[Cl:28])[CH:21]=[C:20]([Cl:30])[C:3]=1[O:4][CH2:5][CH2:6][CH2:7][O:8][C:9]1[CH:14]=[CH:13][C:12]([C:15](=O)[CH2:16][O:17][CH3:18])=[CH:11][CH:10]=1.C(OP([CH2:39][C:40]#[N:41])(=O)OCC)C.C[O-].[Na+]. (4) Given the product [CH3:1][C:2]1[O:3][C:4]([C:7]2[CH:8]=[C:9]([CH:10]=[C:11]([C:13]([F:16])([F:14])[F:15])[CH:12]=2)[NH2:17])=[N:5][N:6]=1, predict the reactants needed to synthesize it. The reactants are: [CH3:1][C:2]1[O:3][C:4]([C:7]2[CH:12]=[C:11]([C:13]([F:16])([F:15])[F:14])[CH:10]=[C:9]([N+:17]([O-])=O)[CH:8]=2)=[N:5][N:6]=1. (5) Given the product [Cl:27][C:16]1[N:17]=[C:18]([N:21]2[CH2:26][CH2:25][O:24][CH2:23][CH2:22]2)[C:19]2[S:20][C:12]([CH2:11][O:1][C:2]3[CH:3]=[CH:28][CH:5]=[CH:6][CH:7]=3)=[CH:13][C:14]=2[N:15]=1, predict the reactants needed to synthesize it. The reactants are: [OH:1][C:2]1[CH:3]=N[CH:5]=[CH:6][CH:7]=1.[H-].[Na+].Br[CH2:11][C:12]1[S:20][C:19]2[C:18]([N:21]3[CH2:26][CH2:25][O:24][CH2:23][CH2:22]3)=[N:17][C:16]([Cl:27])=[N:15][C:14]=2[CH:13]=1.[CH2:28]1COCC1.